Dataset: Forward reaction prediction with 1.9M reactions from USPTO patents (1976-2016). Task: Predict the product of the given reaction. (1) Given the reactants [NH2:1][C:2]1[CH:3]=[C:4]2[C:8](=[CH:9][C:10]=1[N+:11]([O-:13])=[O:12])[C:7](=[O:14])[NH:6][C:5]2=[O:15].Cl.[CH3:17][N:18]([CH3:23])[CH:19]([CH3:22])[CH2:20]N.N1C=CN=C1.CCN(CC)CC, predict the reaction product. The product is: [NH2:1][C:2]1[CH:3]=[C:4]2[C:8](=[CH:9][C:10]=1[N+:11]([O-:13])=[O:12])[C:7](=[O:14])[N:6]([CH2:20][CH:19]([N:18]([CH3:23])[CH3:17])[CH3:22])[C:5]2=[O:15]. (2) Given the reactants C(OC([N:8]1[C:16]2[C:11](=[CH:12][C:13]([CH2:17][N:18]3[CH2:23][CH2:22][N:21](C(OC(C)(C)C)=O)[CH2:20][CH2:19]3)=[CH:14][CH:15]=2)[CH:10]=[C:9]1[C:31]1[C:32](=[O:60])[N:33](COCC[Si](C)(C)C)[CH:34]=[C:35]([C:37](=[O:51])[NH:38][C:39]2[CH:40]=[N:41][N:42]([CH2:44][C:45]3[CH:50]=[CH:49][CH:48]=[CH:47][CH:46]=3)[CH:43]=2)[CH:36]=1)=O)(C)(C)C.Cl.N, predict the reaction product. The product is: [CH2:44]([N:42]1[CH:43]=[C:39]([NH:38][C:37]([C:35]2[CH:36]=[C:31]([C:9]3[NH:8][C:16]4[C:11]([CH:10]=3)=[CH:12][C:13]([CH2:17][N:18]3[CH2:19][CH2:20][NH:21][CH2:22][CH2:23]3)=[CH:14][CH:15]=4)[C:32](=[O:60])[NH:33][CH:34]=2)=[O:51])[CH:40]=[N:41]1)[C:45]1[CH:50]=[CH:49][CH:48]=[CH:47][CH:46]=1. (3) Given the reactants [CH2:1]([N:3]1[C:8]([C:9]([C:11]2[CH:12]=[C:13]([CH:16]=[C:17]([CH3:19])[CH:18]=2)[C:14]#[N:15])=[O:10])=[C:7]([CH:20]([CH3:22])[CH3:21])[C:6](=[O:23])[NH:5][C:4]1=[O:24])[CH3:2].[BH4-].[Na+], predict the reaction product. The product is: [CH2:1]([N:3]1[C:8]([CH:9]([OH:10])[C:11]2[CH:12]=[C:13]([CH:16]=[C:17]([CH3:19])[CH:18]=2)[C:14]#[N:15])=[C:7]([CH:20]([CH3:21])[CH3:22])[C:6](=[O:23])[NH:5][C:4]1=[O:24])[CH3:2].